From a dataset of HIV replication inhibition screening data with 41,000+ compounds from the AIDS Antiviral Screen. Binary Classification. Given a drug SMILES string, predict its activity (active/inactive) in a high-throughput screening assay against a specified biological target. (1) The result is 0 (inactive). The compound is CCOC(=O)Cc1csc2[n+]1C(=O)C(=Cc1ccc(OC)c(OC)c1)S2.[Cl-]. (2) The drug is CC=CC#CC#CC(O)C(C=CCCCO)OC1OC(CO)C(O)C(O)C1O. The result is 0 (inactive).